This data is from Reaction yield outcomes from USPTO patents with 853,638 reactions. The task is: Predict the reaction yield, written as a fraction of the theoretical maximum amount of product (1.0 means a 100% yield; for example, 0.34 means a 34% yield). (1) The reactants are C(OC([N:8]1[CH2:12][CH2:11][CH2:10][CH:9]1[CH2:13][N:14]1[C:18]([C:19]2[CH:24]=[C:23]([Cl:25])[CH:22]=[CH:21][C:20]=2[F:26])=[CH:17][C:16]([C:27](=[O:35])[NH:28][CH:29]2[CH2:34][CH2:33][CH2:32][CH2:31][CH2:30]2)=[C:15]1[CH3:36])=O)(C)(C)C.[C:37]([OH:43])([C:39]([F:42])([F:41])[F:40])=[O:38]. The catalyst is C(Cl)Cl. The product is [F:40][C:39]([F:42])([F:41])[C:37]([OH:43])=[O:38].[CH:29]1([NH:28][C:27]([C:16]2[CH:17]=[C:18]([C:19]3[CH:24]=[C:23]([Cl:25])[CH:22]=[CH:21][C:20]=3[F:26])[N:14]([CH2:13][CH:9]3[CH2:10][CH2:11][CH2:12][NH:8]3)[C:15]=2[CH3:36])=[O:35])[CH2:30][CH2:31][CH2:32][CH2:33][CH2:34]1. The yield is 0.950. (2) The reactants are C([O:3][C:4](=[O:20])[C:5]1[CH:10]=[C:9]([CH3:11])[C:8]([NH:12][C:13]2[CH:14]=[N:15][C:16]([CH3:19])=[CH:17][CH:18]=2)=[N:7][CH:6]=1)C.[OH-].[Na+]. The catalyst is C1COCC1.CO. The product is [CH3:11][C:9]1[C:8]([NH:12][C:13]2[CH:14]=[N:15][C:16]([CH3:19])=[CH:17][CH:18]=2)=[N:7][CH:6]=[C:5]([CH:10]=1)[C:4]([OH:20])=[O:3]. The yield is 0.670.